The task is: Predict the reactants needed to synthesize the given product.. This data is from Full USPTO retrosynthesis dataset with 1.9M reactions from patents (1976-2016). (1) Given the product [CH3:1][O:2][C:3](=[O:13])[C:4]([CH3:12])([CH3:11])[CH2:5][O:6][CH:16]1[CH2:17][CH2:18][O:14][CH2:15]1, predict the reactants needed to synthesize it. The reactants are: [CH3:1][O:2][C:3](=[O:13])[C:4]([CH3:12])([CH3:11])[CH2:5][O:6][Si](C)(C)C.[O:14]1[CH2:18][CH2:17][C:16](=O)[CH2:15]1.C([SiH](CC)CC)C.C([O-])(O)=O.[Na+]. (2) The reactants are: C(N(CC)CC)C.[C:16](O[C:16]([O:18][C:19]([CH3:22])([CH3:21])[CH3:20])=[O:17])([O:18][C:19]([CH3:22])([CH3:21])[CH3:20])=[O:17].Cl.[CH3:24][C:25]1[CH:42]=[CH:41][C:28]([C:29]([NH:31][CH2:32][CH:33]([C:35]2[CH:40]=[CH:39][CH:38]=[CH:37][CH:36]=2)[NH2:34])=[O:30])=[CH:27][CH:26]=1. Given the product [C:19]([O:18][C:16]([NH:34][CH:33]([C:35]1[CH:40]=[CH:39][CH:38]=[CH:37][CH:36]=1)[CH2:32][NH:31][C:29](=[O:30])[C:28]1[CH:41]=[CH:42][C:25]([CH3:24])=[CH:26][CH:27]=1)=[O:17])([CH3:20])([CH3:21])[CH3:22], predict the reactants needed to synthesize it. (3) Given the product [CH3:1][O:2][C:3]1[CH:4]=[C:5]([CH:9]=[CH:10][C:11]=1[CH3:12])[C:6]([NH:30][C:25]1[C:24]([NH:23][C:21](=[O:22])[C:20]2[CH:31]=[CH:32][C:17]([C:13]([CH3:15])([CH3:14])[CH3:16])=[CH:18][CH:19]=2)=[CH:29][CH:28]=[CH:27][CH:26]=1)=[O:8], predict the reactants needed to synthesize it. The reactants are: [CH3:1][O:2][C:3]1[CH:4]=[C:5]([CH:9]=[CH:10][C:11]=1[CH3:12])[C:6]([OH:8])=O.[C:13]([C:17]1[CH:32]=[CH:31][C:20]([C:21]([NH:23][C:24]2[C:25]([NH2:30])=[CH:26][CH:27]=[CH:28][CH:29]=2)=[O:22])=[CH:19][CH:18]=1)([CH3:16])([CH3:15])[CH3:14].